This data is from Forward reaction prediction with 1.9M reactions from USPTO patents (1976-2016). The task is: Predict the product of the given reaction. (1) Given the reactants [N:1]1([CH2:7][C:8]([NH:10][C:11]2[CH:12]=[C:13]([CH:17]=[CH:18][C:19]=2[O:20][C:21]([F:24])([F:23])[F:22])[C:14]([OH:16])=O)=[O:9])[CH2:6][CH2:5][O:4][CH2:3][CH2:2]1.[C:25]1([C:31]2[N:36]=[CH:35][C:34]([NH2:37])=[CH:33][CH:32]=2)[CH:30]=[CH:29][CH:28]=[CH:27][CH:26]=1.F[P-](F)(F)(F)(F)F.N1(O[P+](N2CCCC2)(N2CCCC2)N2CCCC2)C2C=CC=CC=2N=N1.C(N(C(C)C)CC)(C)C, predict the reaction product. The product is: [N:1]1([CH2:7][C:8]([NH:10][C:11]2[CH:12]=[C:13]([CH:17]=[CH:18][C:19]=2[O:20][C:21]([F:24])([F:23])[F:22])[C:14]([NH:37][C:34]2[CH:35]=[N:36][C:31]([C:25]3[CH:30]=[CH:29][CH:28]=[CH:27][CH:26]=3)=[CH:32][CH:33]=2)=[O:16])=[O:9])[CH2:6][CH2:5][O:4][CH2:3][CH2:2]1. (2) Given the reactants [CH:1]1([C:4]2[N:13]=[C:12](O)[C:11]3[C:6](=[CH:7][C:8]([O:17][CH3:18])=[C:9]([O:15][CH3:16])[CH:10]=3)[N:5]=2)[CH2:3][CH2:2]1.O(Cl)[Cl:20].[P+5], predict the reaction product. The product is: [Cl:20][C:12]1[C:11]2[C:6](=[CH:7][C:8]([O:17][CH3:18])=[C:9]([O:15][CH3:16])[CH:10]=2)[N:5]=[C:4]([CH:1]2[CH2:3][CH2:2]2)[N:13]=1. (3) Given the reactants [H-].[Na+].[Br:3][C:4]1[CH:9]=[CH:8][C:7]([C:10]2[C:11]([NH:20][S:21](=[O:28])(=[O:27])[NH:22][CH2:23][CH2:24][O:25][CH3:26])=[N:12][CH:13]=[N:14][C:15]=2[O:16][CH2:17][CH2:18][OH:19])=[CH:6][CH:5]=1.[Br:29][C:30]1[CH:31]=[N:32][C:33](Cl)=[N:34][CH:35]=1, predict the reaction product. The product is: [Br:3][C:4]1[CH:9]=[CH:8][C:7]([C:10]2[C:11]([NH:20][S:21](=[O:27])(=[O:28])[NH:22][CH2:23][CH2:24][O:25][CH3:26])=[N:12][CH:13]=[N:14][C:15]=2[O:16][CH2:17][CH2:18][O:19][C:33]2[N:34]=[CH:35][C:30]([Br:29])=[CH:31][N:32]=2)=[CH:6][CH:5]=1. (4) Given the reactants [NH2:1][C:2]1[NH:7][C:6](=[O:8])[N:5]([CH3:9])[C:4](=[O:10])[CH:3]=1.[N:11]([O-])=[O:12].[Na+], predict the reaction product. The product is: [NH2:1][C:2]1[NH:7][C:6](=[O:8])[N:5]([CH3:9])[C:4](=[O:10])[C:3]=1[N:11]=[O:12]. (5) Given the reactants ON=C[C:4]1[CH:9]=[CH:8][C:7]([OH:10])=[CH:6][C:5]=1[OH:11].P(Cl)(Cl)(Cl)=O.[C:17](#[N:19])[CH3:18], predict the reaction product. The product is: [CH3:18][C:17]1[O:11][C:5]2[CH:6]=[C:7]([OH:10])[CH:8]=[CH:9][C:4]=2[N:19]=1. (6) Given the reactants [CH2:1]([O:3][C:4]1[CH:5]=[C:6]([CH:9]=[CH:10][C:11]=1[O:12][CH3:13])[CH:7]=O)[CH3:2].C(O)(=O)C.[NH2:18][N:19]1[C:24](=[O:25])[C:23]([CH3:26])=[N:22][N:21]=[C:20]1[S:27][CH2:28][C:29]1[CH:34]=[CH:33][CH:32]=[CH:31][C:30]=1[F:35], predict the reaction product. The product is: [CH2:1]([O:3][C:4]1[CH:5]=[C:6]([CH:9]=[CH:10][C:11]=1[O:12][CH3:13])[CH:7]=[N:18][N:19]1[C:24](=[O:25])[C:23]([CH3:26])=[N:22][N:21]=[C:20]1[S:27][CH2:28][C:29]1[CH:34]=[CH:33][CH:32]=[CH:31][C:30]=1[F:35])[CH3:2]. (7) Given the reactants Br[C:2]1[CH:3]=[N:4][CH:5]=[CH:6][C:7]=1[CH3:8].[C:9](=[N:22][NH2:23])([C:16]1[CH:21]=[CH:20][CH:19]=[CH:18][CH:17]=1)[C:10]1[CH:15]=[CH:14][CH:13]=[CH:12][CH:11]=1.C1(P(C2C=CC=CC=2)C2C3OC4C(=CC=CC=4P(C4C=CC=CC=4)C4C=CC=CC=4)C(C)(C)C=3C=CC=2)C=CC=CC=1.CC(C)([O-])C.[Na+], predict the reaction product. The product is: [C:10]1([C:9]([C:16]2[CH:21]=[CH:20][CH:19]=[CH:18][CH:17]=2)=[N:22][NH:23][C:2]2[CH:3]=[N:4][CH:5]=[CH:6][C:7]=2[CH3:8])[CH:11]=[CH:12][CH:13]=[CH:14][CH:15]=1. (8) Given the reactants [N:1]1([C:6]2[CH:12]=[CH:11][C:9]([NH2:10])=[CH:8][CH:7]=2)[CH:5]=[CH:4][N:3]=[CH:2]1.[C:13]1([C:19]2[O:23][N:22]=[CH:21][C:20]=2[CH2:24][CH2:25][CH2:26][C:27](O)=[O:28])[CH:18]=[CH:17][CH:16]=[CH:15][CH:14]=1.O.ON1C2C=CC=CC=2N=N1.Cl.C(N=C=NCCCN(C)C)C, predict the reaction product. The product is: [N:1]1([C:6]2[CH:12]=[CH:11][C:9]([NH:10][C:27](=[O:28])[CH2:26][CH2:25][CH2:24][C:20]3[CH:21]=[N:22][O:23][C:19]=3[C:13]3[CH:14]=[CH:15][CH:16]=[CH:17][CH:18]=3)=[CH:8][CH:7]=2)[CH:5]=[CH:4][N:3]=[CH:2]1.